From a dataset of Catalyst prediction with 721,799 reactions and 888 catalyst types from USPTO. Predict which catalyst facilitates the given reaction. (1) Reactant: [CH:1]1([C:4]2[C:9]3[CH2:10][O:11][C:12]([CH3:15])([CH3:14])[CH2:13][C:8]=3[C:7]([C:16]#[N:17])=[C:6](O)[N:5]=2)[CH2:3][CH2:2]1.P(Cl)(Cl)([Cl:21])=O. The catalyst class is: 3. Product: [Cl:21][C:6]1[N:5]=[C:4]([CH:1]2[CH2:3][CH2:2]2)[C:9]2[CH2:10][O:11][C:12]([CH3:15])([CH3:14])[CH2:13][C:8]=2[C:7]=1[C:16]#[N:17]. (2) Reactant: O.C(O)=O.[Cl:5][C:6]1[CH:11]=[CH:10][CH:9]=[CH:8][C:7]=1[N:12]1[CH2:38][CH2:37][C:14]2([CH2:18][N:17]([C:19]3[S:20][C:21]([C:24]4[N:25]=[N:26][N:27]([CH2:29][C:30]([O:32]C(C)(C)C)=[O:31])[N:28]=4)=[CH:22][N:23]=3)[CH2:16][CH2:15]2)[CH2:13]1. Product: [Cl:5][C:6]1[CH:11]=[CH:10][CH:9]=[CH:8][C:7]=1[N:12]1[CH2:38][CH2:37][C:14]2([CH2:18][N:17]([C:19]3[S:20][C:21]([C:24]4[N:25]=[N:26][N:27]([CH2:29][C:30]([OH:32])=[O:31])[N:28]=4)=[CH:22][N:23]=3)[CH2:16][CH2:15]2)[CH2:13]1. The catalyst class is: 25. (3) Reactant: [C:1]([C:5]1[CH:9]=[C:8]([C:10]([CH3:13])([CH3:12])[CH3:11])[N:7]([CH2:14][C:15]2[CH:36]=[CH:35][C:18]([CH2:19][O:20][C:21]3[CH:26]=[CH:25][C:24]([CH2:27][CH2:28][C:29]([O:31]CC)=[O:30])=[C:23]([F:34])[CH:22]=3)=[CH:17][CH:16]=2)[N:6]=1)([CH3:4])([CH3:3])[CH3:2].[OH-].[Na+].O1CCCC1.Cl. Product: [C:1]([C:5]1[CH:9]=[C:8]([C:10]([CH3:13])([CH3:12])[CH3:11])[N:7]([CH2:14][C:15]2[CH:36]=[CH:35][C:18]([CH2:19][O:20][C:21]3[CH:26]=[CH:25][C:24]([CH2:27][CH2:28][C:29]([OH:31])=[O:30])=[C:23]([F:34])[CH:22]=3)=[CH:17][CH:16]=2)[N:6]=1)([CH3:2])([CH3:3])[CH3:4]. The catalyst class is: 5. (4) Reactant: [OH:1][CH2:2][CH2:3][CH2:4][CH2:5][CH2:6][O:7][C:8]1[CH:13]=[CH:12][N:11]=[C:10]([CH2:14]O)[C:9]=1[CH3:16].S(Cl)([Cl:19])=O.C(=O)([O-])[O-].[Na+].[Na+]. Product: [OH:1][CH2:2][CH2:3][CH2:4][CH2:5][CH2:6][O:7][C:8]1[CH:13]=[CH:12][N:11]=[C:10]([CH2:14][Cl:19])[C:9]=1[CH3:16]. The catalyst class is: 22. (5) Reactant: [CH2:1]([C:18]([N+:31]([O-:33])=[O:32])([CH2:25][CH2:26][C:27]([O:29]C)=[O:28])[CH2:19][CH2:20][C:21]([O:23]C)=[O:22])[CH2:2][CH2:3][CH2:4][CH2:5][CH2:6][CH2:7][CH2:8][CH2:9][CH2:10][CH2:11][CH2:12][CH2:13][CH2:14][CH2:15][CH2:16][CH3:17].[Li+].[OH-].Cl. Product: [CH2:1]([C:18]([N+:31]([O-:33])=[O:32])([CH2:19][CH2:20][C:21]([OH:23])=[O:22])[CH2:25][CH2:26][C:27]([OH:29])=[O:28])[CH2:2][CH2:3][CH2:4][CH2:5][CH2:6][CH2:7][CH2:8][CH2:9][CH2:10][CH2:11][CH2:12][CH2:13][CH2:14][CH2:15][CH2:16][CH3:17]. The catalyst class is: 57. (6) Reactant: [C:9](O[C:9]([O:11][C:12]([CH3:15])([CH3:14])[CH3:13])=[O:10])([O:11][C:12]([CH3:15])([CH3:14])[CH3:13])=[O:10].[NH2:16][C@@H:17]1[CH2:21][CH2:20][N:19]([CH:22]2[CH2:27][CH2:26][C:25](=[O:28])[CH2:24][CH2:23]2)[CH2:18]1. Product: [O:28]=[C:25]1[CH2:24][CH2:23][CH:22]([N:19]2[CH2:20][CH2:21][C@@H:17]([NH:16][C:9](=[O:10])[O:11][C:12]([CH3:13])([CH3:14])[CH3:15])[CH2:18]2)[CH2:27][CH2:26]1. The catalyst class is: 6.